The task is: Predict the reaction yield, written as a fraction of the theoretical maximum amount of product (1.0 means a 100% yield; for example, 0.34 means a 34% yield).. This data is from Reaction yield outcomes from USPTO patents with 853,638 reactions. (1) The reactants are FC(F)(F)C(O)=O.[CH3:8][C:9]1[CH:14]=[C:13]([C:15]2[N:19](C3CCCCO3)[CH:18]=[N:17][N:16]=2)[CH:12]=[CH:11][C:10]=1[C:26]1[N:31]=[C:30]2[NH:32][C:33]3([CH2:38][CH2:37]3)[C:34](=[O:36])[NH:35][C:29]2=[N:28][CH:27]=1.CC1C=C(C2N(C3CCCCO3)C=NN=2)C=CC=1B1OC(C)(C)C(C)(C)O1.BrC1N=C2NC3(CC3)C(=O)NC2=NC=1.ClCCl.C(=O)([O-])[O-].[Na+].[Na+]. The product is [CH3:8][C:9]1[CH:14]=[C:13]([C:15]2[NH:19][CH:18]=[N:17][N:16]=2)[CH:12]=[CH:11][C:10]=1[C:26]1[N:31]=[C:30]2[NH:32][C:33]3([CH2:37][CH2:38]3)[C:34](=[O:36])[NH:35][C:29]2=[N:28][CH:27]=1. The yield is 0.380. The catalyst is C1C=CC(P(C2C=CC=CC=2)[C-]2C=CC=C2)=CC=1.C1C=CC(P(C2C=CC=CC=2)[C-]2C=CC=C2)=CC=1.Cl[Pd]Cl.[Fe+2].C(O)(C)C.O1CCOCC1. (2) The reactants are C[O:2][C:3](=[O:23])[C:4]1[C:9]([CH3:10])=[CH:8][C:7]([C:11]2[CH:16]=[CH:15][CH:14]=[C:13]([C:17]([F:20])([F:19])[F:18])[CH:12]=2)=[N:6][C:5]=1[O:21][CH3:22].[OH-].[Li+].Cl.O. The catalyst is C1COCC1.CO. The product is [CH3:22][O:21][C:5]1[N:6]=[C:7]([C:11]2[CH:16]=[CH:15][CH:14]=[C:13]([C:17]([F:20])([F:18])[F:19])[CH:12]=2)[CH:8]=[C:9]([CH3:10])[C:4]=1[C:3]([OH:23])=[O:2]. The yield is 0.770. (3) The reactants are [Br:1][C:2]1[CH:3]=[C:4]2[C:9](=[CH:10][CH:11]=1)[O:8][C:7]([NH:12][C:13]1[CH:18]=[CH:17][CH:16]=[CH:15][CH:14]=1)=[C:6]([CH:19]=O)[C:5]2=[O:21].OS(O)(=O)=O. No catalyst specified. The product is [Br:1][C:2]1[CH:3]=[C:4]2[C:9](=[CH:10][CH:11]=1)[O:8][C:7]1=[N:12][C:13]3[CH:18]=[CH:17][CH:16]=[CH:15][C:14]=3[CH:19]=[C:6]1[C:5]2=[O:21]. The yield is 0.770.